This data is from Forward reaction prediction with 1.9M reactions from USPTO patents (1976-2016). The task is: Predict the product of the given reaction. (1) Given the reactants [CH2:1]([C:8]1[CH:17]=[C:16]2[C:11]([C:12]([OH:35])=[C:13]([C:30](OCC)=[O:31])[C:14](=[O:29])[N:15]2[CH2:18][C:19]2[CH:24]=[CH:23][C:22]([S:25]([CH3:28])(=[O:27])=[O:26])=[CH:21][CH:20]=2)=[N:10][CH:9]=1)[C:2]1[CH:7]=[CH:6][CH:5]=[CH:4][CH:3]=1.[CH3:36][O:37][CH2:38][CH2:39][NH2:40], predict the reaction product. The product is: [CH2:1]([C:8]1[CH:17]=[C:16]2[C:11]([C:12]([OH:35])=[C:13]([C:30]([NH:40][CH2:39][CH2:38][O:37][CH3:36])=[O:31])[C:14](=[O:29])[N:15]2[CH2:18][C:19]2[CH:24]=[CH:23][C:22]([S:25]([CH3:28])(=[O:26])=[O:27])=[CH:21][CH:20]=2)=[N:10][CH:9]=1)[C:2]1[CH:3]=[CH:4][CH:5]=[CH:6][CH:7]=1. (2) Given the reactants [CH:1]1([C:4]([NH:7][C:8]2[C:13]([C:14]#[N:15])=[CH:12][N:11]=[C:10]([S:16][CH3:17])[N:9]=2)([CH3:6])[CH3:5])[CH2:3][CH2:2]1.[OH:18]O.[OH-].[Na+].O, predict the reaction product. The product is: [CH:1]1([C:4]([NH:7][C:8]2[C:13]([C:14]([NH2:15])=[O:18])=[CH:12][N:11]=[C:10]([S:16][CH3:17])[N:9]=2)([CH3:6])[CH3:5])[CH2:3][CH2:2]1. (3) The product is: [C:67]([C:66]1[CH:69]=[CH:70][C:63]([NH:62][C:29]([CH:20]2[NH:19][CH:18]([CH2:32][C:33]([CH3:35])([CH3:36])[CH3:34])[C:17]3([C:12]4[C:13](=[CH:14][C:9]([Cl:8])=[CH:10][CH:11]=4)[NH:15][C:16]3=[O:37])[CH:21]2[C:22]2[CH:27]=[CH:26][CH:25]=[C:24]([Cl:28])[CH:23]=2)=[O:30])=[C:64]([O:71][CH3:72])[CH:65]=1)#[N:68]. Given the reactants FC(F)(F)C(O)=O.[Cl:8][C:9]1[CH:14]=[C:13]2[NH:15][C:16](=[O:37])[C:17]3([CH:21]([C:22]4[CH:27]=[CH:26][CH:25]=[C:24]([Cl:28])[CH:23]=4)[CH:20]([C:29](O)=[O:30])[NH:19][CH:18]3[CH2:32][C:33]([CH3:36])([CH3:35])[CH3:34])[C:12]2=[CH:11][CH:10]=1.C(N(C(C)C)CC)(C)C.C1(P(Cl)(C2C=CC=CC=2)=O)C=CC=CC=1.[NH2:62][C:63]1[CH:70]=[CH:69][C:66]([C:67]#[N:68])=[CH:65][C:64]=1[O:71][CH3:72], predict the reaction product.